Dataset: Reaction yield outcomes from USPTO patents with 853,638 reactions. Task: Predict the reaction yield, written as a fraction of the theoretical maximum amount of product (1.0 means a 100% yield; for example, 0.34 means a 34% yield). (1) The reactants are [Br:1][C:2]1[CH:7]=[C:6]([CH3:8])[C:5]([OH:9])=[C:4]([CH3:10])[CH:3]=1.[CH2:11]([O:13][C:14](=[O:19])[CH2:15][CH2:16][CH2:17]Br)[CH3:12]. No catalyst specified. The product is [CH2:11]([O:13][C:14](=[O:19])[CH2:15][CH2:16][CH2:17][O:9][C:5]1[C:6]([CH3:8])=[CH:7][C:2]([Br:1])=[CH:3][C:4]=1[CH3:10])[CH3:12]. The yield is 0.890. (2) The reactants are Cl.[F:2][C:3]1[CH:8]=[CH:7][C:6]([C:9]2[N:13]=[C:12]([CH:14]3[O:19][CH2:18][CH2:17][NH:16][CH2:15]3)[O:11][N:10]=2)=[CH:5][CH:4]=1.C(N(CC)CC)C.[F:27][C:28]1[CH:36]=[CH:35][C:31]([C:32](Cl)=[O:33])=[CH:30][CH:29]=1.Cl. The catalyst is ClCCl. The product is [F:27][C:28]1[CH:36]=[CH:35][C:31]([C:32]([N:16]2[CH2:17][CH2:18][O:19][CH:14]([C:12]3[O:11][N:10]=[C:9]([C:6]4[CH:7]=[CH:8][C:3]([F:2])=[CH:4][CH:5]=4)[N:13]=3)[CH2:15]2)=[O:33])=[CH:30][CH:29]=1. The yield is 0.610.